From a dataset of Forward reaction prediction with 1.9M reactions from USPTO patents (1976-2016). Predict the product of the given reaction. Given the reactants [O:1]1[CH2:5][CH2:4][O:3][CH:2]1[CH2:6][N:7]1[C:16](=[O:17])[CH:15]=[CH:14][C:13]2[N:12]=[CH:11][C:10]([NH:18][C:19](=[O:25])[O:20][C:21]([CH3:24])([CH3:23])[CH3:22])=[CH:9][C:8]1=2.[H-].[Na+].CI.[C:30](OCC)(=O)C, predict the reaction product. The product is: [O:3]1[CH2:4][CH2:5][O:1][CH:2]1[CH2:6][N:7]1[C:16](=[O:17])[CH:15]=[CH:14][C:13]2[N:12]=[CH:11][C:10]([N:18]([CH3:30])[C:19](=[O:25])[O:20][C:21]([CH3:22])([CH3:24])[CH3:23])=[CH:9][C:8]1=2.